This data is from Full USPTO retrosynthesis dataset with 1.9M reactions from patents (1976-2016). The task is: Predict the reactants needed to synthesize the given product. (1) Given the product [CH3:1][C:2]([CH3:27])([CH3:26])[CH2:3][C:4]1[N:5]=[C:6]([CH2:9][C:10]([C:13]2[CH:18]=[CH:17][C:16]([C:19]3[CH:24]=[CH:23][C:22]([F:25])=[CH:21][N:20]=3)=[CH:15][CH:14]=2)([F:34])[CH3:11])[NH:7][CH:8]=1, predict the reactants needed to synthesize it. The reactants are: [CH3:1][C:2]([CH3:27])([CH3:26])[CH2:3][C:4]1[N:5]=[C:6]([CH2:9][C:10]([C:13]2[CH:18]=[CH:17][C:16]([C:19]3[CH:24]=[CH:23][C:22]([F:25])=[CH:21][N:20]=3)=[CH:15][CH:14]=2)(O)[CH3:11])[NH:7][CH:8]=1.C1C=CN=CC=1.[FH:34].C[Si](C(O)C)(C)C. (2) The reactants are: [C:1]([O:5][C@@H:6]([C:10]1[C:19]([CH3:20])=[CH:18][C:17]2[C:12](=[CH:13][CH:14]=[C:15]([C:21]3[CH:26]=[CH:25][N:24]=CC=3)[CH:16]=2)[C:11]=1[C:27]1[CH:32]=[CH:31][C:30]([Cl:33])=[CH:29][CH:28]=1)[C:7]([OH:9])=[O:8])([CH3:4])([CH3:3])[CH3:2].[N:34]1C=CC(B(O)O)=CC=1. Given the product [C:1]([O:5][C@@H:6]([C:10]1[C:19]([CH3:20])=[CH:18][C:17]2[C:12](=[CH:13][CH:14]=[C:15]([C:21]3[NH:34][N:24]=[CH:25][CH:26]=3)[CH:16]=2)[C:11]=1[C:27]1[CH:32]=[CH:31][C:30]([Cl:33])=[CH:29][CH:28]=1)[C:7]([OH:9])=[O:8])([CH3:4])([CH3:2])[CH3:3], predict the reactants needed to synthesize it. (3) Given the product [C:39]([C:2]1[C:7]([C:8]2[CH:9]=[C:10]([CH2:22][N:23]([CH3:31])[C:24](=[O:30])[O:25][C:26]([CH3:29])([CH3:28])[CH3:27])[S:11][C:12]=2[S:13]([C:16]2[CH:21]=[CH:20][CH:19]=[CH:18][CH:17]=2)(=[O:15])=[O:14])=[CH:6][CH:5]=[CH:4][N:3]=1)#[N:40], predict the reactants needed to synthesize it. The reactants are: Cl[C:2]1[C:7]([C:8]2[CH:9]=[C:10]([CH2:22][N:23]([CH3:31])[C:24](=[O:30])[O:25][C:26]([CH3:29])([CH3:28])[CH3:27])[S:11][C:12]=2[S:13]([C:16]2[CH:21]=[CH:20][CH:19]=[CH:18][CH:17]=2)(=[O:15])=[O:14])=[CH:6][CH:5]=[CH:4][N:3]=1.O.C(OCC)(=O)C.[CH3:39][N:40](C)C=O. (4) Given the product [Si:24]([O:31][C@@H:32]([CH3:36])[CH2:33][O:34][NH:35][C:21]([C:12]1[N:13]([CH3:20])[C:14]2[CH:19]=[CH:18][N:17]=[CH:16][C:15]=2[C:11]=1[NH:10][C:4]1[CH:5]=[CH:6][C:7]([I:9])=[CH:8][C:3]=1[F:2])=[O:23])([C:27]([CH3:30])([CH3:29])[CH3:28])([CH3:26])[CH3:25], predict the reactants needed to synthesize it. The reactants are: [Na+].[F:2][C:3]1[CH:8]=[C:7]([I:9])[CH:6]=[CH:5][C:4]=1[NH:10][C:11]1[C:15]2[CH:16]=[N:17][CH:18]=[CH:19][C:14]=2[N:13]([CH3:20])[C:12]=1[C:21]([O-:23])=O.[Si:24]([O:31][C@@H:32]([CH3:36])[CH2:33][O:34][NH2:35])([C:27]([CH3:30])([CH3:29])[CH3:28])([CH3:26])[CH3:25].C1C=CC2N(O)N=NC=2C=1.CCN=C=NCCCN(C)C.CCN(C(C)C)C(C)C. (5) Given the product [CH2:10]1[C:11]2[C:6](=[CH:5][CH:4]=[CH:3][C:2]=2[NH:1][C:14](=[O:16])[CH:13]=[N:20][OH:21])[CH2:7][CH2:8][NH:9]1, predict the reactants needed to synthesize it. The reactants are: [NH2:1][C:2]1[CH:3]=[CH:4][CH:5]=[C:6]2[C:11]=1[CH2:10][NH:9][CH2:8][CH2:7]2.Cl[C:13](Cl)(Cl)[CH:14]([OH:16])O.Cl.[NH2:20][OH:21].